From a dataset of Experimentally validated miRNA-target interactions with 360,000+ pairs, plus equal number of negative samples. Binary Classification. Given a miRNA mature sequence and a target amino acid sequence, predict their likelihood of interaction. (1) The protein sequence of the target gene is MAQDSVDLSCDYQFWMQKLSVWDQASTLETQQDTCLHVAQFQEFLRKMYEALKEMDSNTVIERFPTIGQLLAKACWNPFILAYDESQKILIWCLCCLINKEPQNSGQSKLNSWIQGVLSHILSALRFDKEVALFTQGLGYAPIDYYPGLLKNMVLSLASELRENHLNGFNTQRRMAPERVASLSRVCVPLITLTDVDPLVEALLICHGREPQEILQPEFFEAVNEAILLKKISLPMSAVVCLWLRHLPSLEKAMLHLFEKLISSERNCLRRIECFIKDSSLPQAACHPAIFRVVDEMFRC.... Result: 0 (no interaction). The miRNA is hsa-miR-6078 with sequence CCGCCUGAGCUAGCUGUGG. (2) The miRNA is rno-miR-16-5p with sequence UAGCAGCACGUAAAUAUUGGCG. The protein sequence of the target gene is MGCSSSALNKAGDSSRFPSVTSNEHFSTAEESESCFAQPKPHALGRESTVDGNVQRESRPPLQKLKVSAEPTANGVKPLQEQPLAKDVAPGRDATDQSGSTEKTQPGEGLEESGPPQPGGKEDAPAAEGKKKDAGAGTEAESLKGNAEAQPLGPEAKGQPLQAAVEKDSLRAVEVTENPQTAAEMKPLGTTENVLTLQIAGELQPQGTVGKDEQAPLLETISKENESPEILEGSQFVETAEEQQLQATLGKEEQPQLLERIPKENVTPEVLDRSQLVEKPVMNDPFHKTPEGPGNMEQIQ.... Result: 0 (no interaction).